Task: Regression/Classification. Given a drug SMILES string, predict its toxicity properties. Task type varies by dataset: regression for continuous values (e.g., LD50, hERG inhibition percentage) or binary classification for toxic/non-toxic outcomes (e.g., AMES mutagenicity, cardiotoxicity, hepatotoxicity). Dataset: herg_karim.. Dataset: hERG potassium channel inhibition data for cardiac toxicity prediction from Karim et al. The drug is CCC(NCCCC[C@@H](Cc1cc(C)c(F)c(C)c1)C(=O)NO)c1ccc(F)cc1. The result is 0 (non-blocker).